This data is from Reaction yield outcomes from USPTO patents with 853,638 reactions. The task is: Predict the reaction yield, written as a fraction of the theoretical maximum amount of product (1.0 means a 100% yield; for example, 0.34 means a 34% yield). (1) The catalyst is C(Cl)Cl. The reactants are [CH2:1]([O:3][C:4](=[O:15])[CH:5]=[N:6][C@H:7]([C:9]1[CH:14]=[CH:13][CH:12]=[CH:11][CH:10]=1)[CH3:8])[CH3:2].FC(F)(F)C(O)=O.C[Si](C)(C)[O:25][C:26]([CH:28]=[CH2:29])=[CH2:27]. The product is [CH2:1]([O:3][C:4]([C@H:5]1[CH2:27][C:26](=[O:25])[CH2:28][CH2:29][N:6]1[C@H:7]([C:9]1[CH:14]=[CH:13][CH:12]=[CH:11][CH:10]=1)[CH3:8])=[O:15])[CH3:2]. The yield is 0.440. (2) The reactants are [CH2:1]([C:8]1[N:13]=[N:12][C:11]([N:14]2[CH2:19][CH2:18][CH:17]([C:20](O)=O)[CH2:16][CH2:15]2)=[C:10]([CH3:23])[C:9]=1[CH3:24])[C:2]1[CH:7]=[CH:6][CH:5]=[CH:4][CH:3]=1.[NH2:25][C:26]1[C:31]([NH2:32])=[CH:30][CH:29]=[CH:28][N:27]=1. The catalyst is C(Cl)Cl. The product is [CH2:1]([C:8]1[N:13]=[N:12][C:11]([N:14]2[CH2:19][CH2:18][CH:17]([C:20]3[NH:32][C:31]4[C:26]([N:25]=3)=[N:27][CH:28]=[CH:29][CH:30]=4)[CH2:16][CH2:15]2)=[C:10]([CH3:23])[C:9]=1[CH3:24])[C:2]1[CH:7]=[CH:6][CH:5]=[CH:4][CH:3]=1. The yield is 0.550. (3) The reactants are [Cl:1][C:2]1[CH:3]=[C:4]([CH:8]([C:20]2[CH:24]=[C:23]([CH:25]3OCC[O:26]3)[S:22][C:21]=2[CH3:30])[O:9][Si:10]([CH:17]([CH3:19])[CH3:18])([CH:14]([CH3:16])[CH3:15])[CH:11]([CH3:13])[CH3:12])[CH:5]=[CH:6][CH:7]=1. The catalyst is Cl.CCO.O. The product is [Cl:1][C:2]1[CH:3]=[C:4]([CH:8]([O:9][Si:10]([CH:11]([CH3:13])[CH3:12])([CH:17]([CH3:19])[CH3:18])[CH:14]([CH3:16])[CH3:15])[C:20]2[CH:24]=[C:23]([CH:25]=[O:26])[S:22][C:21]=2[CH3:30])[CH:5]=[CH:6][CH:7]=1. The yield is 0.970.